This data is from Reaction yield outcomes from USPTO patents with 853,638 reactions. The task is: Predict the reaction yield, written as a fraction of the theoretical maximum amount of product (1.0 means a 100% yield; for example, 0.34 means a 34% yield). (1) The reactants are [N:1]([CH2:4][CH:5]1[C:13]2[C:8](=[CH:9][CH:10]=[CH:11][CH:12]=2)[C:7](=[C:14]2[C:22]3[C:17](=[CH:18][CH:19]=[CH:20][CH:21]=3)[NH:16][C:15]2=[O:23])[O:6]1)=[C:2]=[O:3].[NH:24]1[CH2:29][CH2:28][CH2:27][CH2:26][CH2:25]1. The catalyst is C1COCC1. The product is [O:23]=[C:15]1[C:14](=[C:7]2[C:8]3[C:13](=[CH:12][CH:11]=[CH:10][CH:9]=3)[CH:5]([CH2:4][NH:1][C:2]([N:24]3[CH2:29][CH2:28][CH2:27][CH2:26][CH2:25]3)=[O:3])[O:6]2)[C:22]2[C:17](=[CH:18][CH:19]=[CH:20][CH:21]=2)[NH:16]1. The yield is 0.250. (2) The reactants are [CH2:1]([C@@H:3]1[CH2:7][C@@H:6]([CH:8]2[CH2:10][N@@:9]2[S:11]([C:14]2[CH:19]=[CH:18][CH:17]=[CH:16][C:15]=2[N+:20]([O-:22])=[O:21])(=[O:13])=[O:12])[O:5][C:4]1=[O:23])[CH3:2].[CH3:24][C:25]1([CH3:39])[CH2:30][N:29]([C:31]2[CH:36]=[CH:35][CH:34]=[CH:33][C:32]=2[CH3:37])[C:28](=[O:38])[CH2:27][NH:26]1. The catalyst is C1(C)C=CC=CC=1. The product is [CH3:24][C:25]1([CH3:39])[CH2:30][N:29]([C:31]2[CH:36]=[CH:35][CH:34]=[CH:33][C:32]=2[CH3:37])[C:28](=[O:38])[CH2:27][N:26]1[CH2:10][C@H:8]([NH:9][S:11]([C:14]1[CH:19]=[CH:18][CH:17]=[CH:16][C:15]=1[N+:20]([O-:22])=[O:21])(=[O:13])=[O:12])[C@@H:6]1[CH2:7][C@@H:3]([CH2:1][CH3:2])[C:4](=[O:23])[O:5]1. The yield is 0.970.